From a dataset of Forward reaction prediction with 1.9M reactions from USPTO patents (1976-2016). Predict the product of the given reaction. (1) Given the reactants C(O[C:6]([C@@H:8]1[CH2:12][C@H:11]([O:13][C:14]2[C:23]3[C:18](=[CH:19][C:20]([O:24][CH3:25])=[CH:21][CH:22]=3)[N:17]=[C:16]([C:26]3[CH:31]=C[CH:29]=[CH:28][CH:27]=3)[CH:15]=2)[CH2:10][C@H:9]1[C:32](=[O:44])[NH:33][C@:34]1([C:39]([O:41][CH2:42][CH3:43])=[O:40])[CH2:36][C@H:35]1[CH:37]=[CH2:38])=[O:7])(C)(C)C.[CH2:45]([SiH](CC)CC)C.[C:52]([O:56][C:57]([NH:59]/[N:60]=[CH:61]/[CH2:62][CH2:63][CH2:64][CH2:65][CH:66]=[CH2:67])=[O:58])([CH3:55])([CH3:54])[CH3:53].CCN(C(C)C)C(C)C, predict the reaction product. The product is: [CH2:42]([O:41][C:39]([C@@:34]1([NH:33][C:32]([C@@H:9]2[CH2:10][C@@H:11]([O:13][C:14]3[C:23]4[C:18](=[CH:19][C:20]([O:24][CH3:25])=[CH:21][CH:22]=4)[N:17]=[C:16]([C:26]4[CH:27]=[CH:28][CH:29]=[CH:45][CH:31]=4)[CH:15]=3)[CH2:12][C@H:8]2[C:6]([N:60]([CH2:61][CH2:62][CH2:63][CH2:64][CH2:65][CH:66]=[CH2:67])[NH:59][C:57]([O:56][C:52]([CH3:55])([CH3:54])[CH3:53])=[O:58])=[O:7])=[O:44])[CH2:36][C@H:35]1[CH:37]=[CH2:38])=[O:40])[CH3:43]. (2) Given the reactants [CH3:1][O:2][C:3]1[CH:4]=[C:5]2[C:9](=[CH:10][CH:11]=1)/[C:8](=[CH:12]\[C:13]1[CH:18]=[C:17]([O:19][CH3:20])[C:16]([OH:21])=[C:15]([O:22][CH3:23])[CH:14]=1)/[C:7]([CH3:24])=[C:6]2[CH2:25][C:26](O)=[O:27].C(N1C=CN=C1)(N1C=CN=C1)=O.[NH2:41][C:42]1[CH:43]=[N:44][CH:45]=[CH:46][CH:47]=1, predict the reaction product. The product is: [OH:21][C:16]1[C:17]([O:19][CH3:20])=[CH:18][C:13](/[CH:12]=[C:8]2/[C:7]([CH3:24])=[C:6]([CH2:25][C:26]([NH:41][C:42]3[CH:43]=[N:44][CH:45]=[CH:46][CH:47]=3)=[O:27])[C:5]3[C:9]/2=[CH:10][CH:11]=[C:3]([O:2][CH3:1])[CH:4]=3)=[CH:14][C:15]=1[O:22][CH3:23].